From a dataset of Forward reaction prediction with 1.9M reactions from USPTO patents (1976-2016). Predict the product of the given reaction. (1) The product is: [S:1]([C:5]1[CH:11]=[CH:10][C:8]([CH3:9])=[CH:7][CH:6]=1)([OH:4])(=[O:3])=[O:2].[CH3:14][C:13]([NH:25][C@@H:26]1[CH2:30][C@H:29]([C:31]2[CH:36]=[CH:35][CH:34]=[C:33]([O:37][C:38]([F:41])([F:39])[F:40])[CH:32]=2)[N:28]([C:42]2[CH:49]=[CH:48][C:45]([C:46]#[N:47])=[CH:44][CH:43]=2)[C:27]1=[O:50])([C:15]1[CH:20]=[CH:19][CH:18]=[C:17]([C:21]([F:24])([F:22])[F:23])[N:16]=1)[CH3:12]. Given the reactants [S:1]([C:5]1[CH:11]=[CH:10][C:8]([CH3:9])=[CH:7][CH:6]=1)([O-:4])(=[O:3])=[O:2].[CH3:12][C:13]([NH:25][C@@H:26]1[CH2:30][C@H:29]([C:31]2[CH:36]=[CH:35][CH:34]=[C:33]([O:37][C:38]([F:41])([F:40])[F:39])[CH:32]=2)[N:28]([C:42]2[CH:49]=[CH:48][C:45]([C:46]#[N:47])=[CH:44][CH:43]=2)[C:27]1=[O:50])([C:15]1[CH:20]=[CH:19][CH:18]=[C:17]([C:21]([F:24])([F:23])[F:22])[N:16]=1)[CH3:14], predict the reaction product. (2) The product is: [OH:64][CH2:65][CH:66]([CH3:87])[C@@H:67]1[C@:84]2([CH3:85])[C@H:70]([C@H:71]3[C@H:81]([CH2:82][CH2:83]2)[C@:79]2([CH3:80])[C:74](=[CH:75][C:76](=[O:86])[CH2:77][CH2:78]2)[CH2:73][CH2:72]3)[CH2:69][CH2:68]1. Given the reactants C[C@]12CC[C@H]3[C@@H](CCC4[C@]3(C)CCC(=O)C=4)[C@@H]1CCC2=O.C[C@]12CC[C@H]3C(CCC4[C@]3(C)CCC(=O)C4)=C1C=CC2=O.C[C@@]12[C@@H](O)CC[C@H]1[C@@H]1CCC3[C@@](C)([C@H]1CC2)CCC(=O)C=3.[OH:64][CH2:65][CH:66]([CH3:87])[C@@H:67]1[C@:84]2([CH3:85])[C@H:70]([C@H:71]3[C@H:81]([CH2:82][CH2:83]2)[C@:79]2([CH3:80])[C:74](=[CH:75][C:76](=[O:86])[CH:77]=[CH:78]2)[CH2:73][CH2:72]3)[CH2:69][CH2:68]1.CC(CCC[C@H]([C@@H]1[C@]2(C)[C@H]([C@H]3[C@H](CC2)[C@]2(C)C(C[C@H](CC2)O)=CC3)CC1)C)C, predict the reaction product. (3) The product is: [CH3:51][O:52][CH2:53][CH2:54][O:55][CH2:56][CH2:57][O:58][CH2:59][CH2:60][NH:61][C:33]([C:30]1[CH:31]=[CH:32][C:27]([C:23]2[CH:24]=[CH:25][CH:26]=[C:21]([CH2:20][C@H:19]([NH:18][C:16]([C@H:13]3[CH2:14][CH2:15][C@H:10]([CH2:9][NH:8][C:6](=[O:7])[O:5][C:1]([CH3:2])([CH3:3])[CH3:4])[CH2:11][CH2:12]3)=[O:17])[C:37](=[O:50])[NH:38][C:39]3[CH:40]=[CH:41][C:42]([C:45]4[NH:49][N:48]=[N:47][N:46]=4)=[CH:43][CH:44]=3)[CH:22]=2)=[C:28]([CH3:36])[CH:29]=1)=[O:34]. Given the reactants [C:1]([O:5][C:6]([NH:8][CH2:9][C@H:10]1[CH2:15][CH2:14][C@H:13]([C:16]([NH:18][C@H:19]([C:37](=[O:50])[NH:38][C:39]2[CH:44]=[CH:43][C:42]([C:45]3[NH:49][N:48]=[N:47][N:46]=3)=[CH:41][CH:40]=2)[CH2:20][C:21]2[CH:22]=[C:23]([C:27]3[CH:32]=[CH:31][C:30]([C:33](O)=[O:34])=[CH:29][C:28]=3[CH3:36])[CH:24]=[CH:25][CH:26]=2)=[O:17])[CH2:12][CH2:11]1)=[O:7])([CH3:4])([CH3:3])[CH3:2].[CH3:51][O:52][CH2:53][CH2:54][O:55][CH2:56][CH2:57][O:58][CH2:59][CH2:60][NH2:61].F[P-](F)(F)(F)(F)F.CN(C(ON1C2=NC=CC=C2N=N1)=[N+](C)C)C.C(N(CC)C(C)C)(C)C, predict the reaction product. (4) Given the reactants [Cl:1][C:2]1[CH:7]=[CH:6][CH:5]=[CH:4][C:3]=1[C:8]1[N:9]([CH:25]2[CH2:30][CH2:29][O:28][CH2:27][CH2:26]2)[C:10]2[C:15]([N:16]=1)=[C:14]([N:17]1[CH2:22][CH2:21][N:20]([CH3:23])[CH2:19][CH2:18]1)[N:13]=[C:12]([CH3:24])[N:11]=2.[P:31](=[O:35])([OH:34])([OH:33])[OH:32], predict the reaction product. The product is: [P:31]([OH:35])([OH:34])([OH:33])=[O:32].[Cl:1][C:2]1[CH:7]=[CH:6][CH:5]=[CH:4][C:3]=1[C:8]1[N:9]([CH:25]2[CH2:26][CH2:27][O:28][CH2:29][CH2:30]2)[C:10]2[C:15]([N:16]=1)=[C:14]([N:17]1[CH2:18][CH2:19][N:20]([CH3:23])[CH2:21][CH2:22]1)[N:13]=[C:12]([CH3:24])[N:11]=2. (5) Given the reactants [CH:1]([C:3]1[CH:14]=[CH:13][C:6]([O:7][CH2:8][C:9]([O:11][CH3:12])=[O:10])=[CH:5][CH:4]=1)=O.[Br-].[O:16]([CH2:23][CH2:24][CH2:25][CH2:26][P+](C1C=CC=CC=1)(C1C=CC=CC=1)C1C=CC=CC=1)[C:17]1[CH:22]=[CH:21][CH:20]=[CH:19][CH:18]=1, predict the reaction product. The product is: [O:16]([CH2:23][CH2:24][CH2:25][CH:26]=[CH:1][C:3]1[CH:14]=[CH:13][C:6]([O:7][CH2:8][C:9]([O:11][CH3:12])=[O:10])=[CH:5][CH:4]=1)[C:17]1[CH:22]=[CH:21][CH:20]=[CH:19][CH:18]=1. (6) Given the reactants Cl[C:2]1[N:7]=[C:6]([C:8]2[N:12]3[CH:13]=[CH:14][CH:15]=[CH:16][C:11]3=[N:10][C:9]=2[C:17]2[CH:18]=[CH:19][C:20]([O:34][CH3:35])=[C:21]([CH:33]=2)[C:22]([NH:24][C:25]2[C:30]([F:31])=[CH:29][CH:28]=[CH:27][C:26]=2[F:32])=[O:23])[CH:5]=[CH:4][N:3]=1.[CH2:36]([C:38]1[C:39]([N:47]2[CH2:52][CH2:51][CH:50]([N:53]3[CH2:58][CH2:57][N:56]([S:59]([CH3:62])(=[O:61])=[O:60])[CH2:55][CH2:54]3)[CH2:49][CH2:48]2)=[CH:40][C:41]([O:45][CH3:46])=[C:42]([CH:44]=1)[NH2:43])[CH3:37].Cl, predict the reaction product. The product is: [F:32][C:26]1[CH:27]=[CH:28][CH:29]=[C:30]([F:31])[C:25]=1[NH:24][C:22](=[O:23])[C:21]1[CH:33]=[C:17]([C:9]2[N:10]=[C:11]3[CH:16]=[CH:15][CH:14]=[CH:13][N:12]3[C:8]=2[C:6]2[CH:5]=[CH:4][N:3]=[C:2]([NH:43][C:42]3[CH:44]=[C:38]([CH2:36][CH3:37])[C:39]([N:47]4[CH2:48][CH2:49][CH:50]([N:53]5[CH2:54][CH2:55][N:56]([S:59]([CH3:62])(=[O:61])=[O:60])[CH2:57][CH2:58]5)[CH2:51][CH2:52]4)=[CH:40][C:41]=3[O:45][CH3:46])[N:7]=2)[CH:18]=[CH:19][C:20]=1[O:34][CH3:35]. (7) Given the reactants C(=O)([O-])[O-].[K+].[K+].[CH3:7][O:8][C:9]([C:11]1[CH:20]=[CH:19][C:18]2[C:13](=[CH:14][CH:15]=[C:16]([OH:21])[CH:17]=2)[CH:12]=1)=[O:10].[Cl:22][C:23]1[CH:28]=[C:27]([CH2:29]Cl)[CH:26]=[C:25]([Cl:31])[CH:24]=1, predict the reaction product. The product is: [Cl:22][C:23]1[CH:28]=[C:27]([CH:26]=[C:25]([Cl:31])[CH:24]=1)[CH2:29][O:21][C:16]1[CH:17]=[C:18]2[C:13](=[CH:14][CH:15]=1)[CH:12]=[C:11]([C:9]([O:8][CH3:7])=[O:10])[CH:20]=[CH:19]2. (8) Given the reactants [Br:1][C:2]1[CH:3]=[CH:4][C:5]([CH2:8][NH:9][C:10](=[O:16])[CH2:11][CH2:12][C:13]([OH:15])=[O:14])=[N:6][CH:7]=1.[C:17]12(CS(O)(=O)=O)C(C)(C)C(CC1)C[C:18]2=O, predict the reaction product. The product is: [CH2:17]([O:14][C:13](=[O:15])[CH2:12][CH2:11][C:10]([NH:9][CH2:8][C:5]1[CH:4]=[CH:3][C:2]([Br:1])=[CH:7][N:6]=1)=[O:16])[CH3:18]. (9) Given the reactants [CH3:1][O:2][C:3]([C:5]1[N:6]([CH2:26]COS(C2C=CC(C)=CC=2)(=O)=O)[C:7]2[C:12]([C:13]=1[C:14]1[CH:19]=[CH:18][C:17]([O:20][CH3:21])=[CH:16][CH:15]=1)=[CH:11][C:10]([O:22][CH3:23])=[C:9]([O:24][CH3:25])[CH:8]=2)=[O:4].[CH3:39][N:40]1[CH2:45][CH2:44][NH:43][CH2:42][CH2:41]1.[ClH:46].[C:47](#N)C, predict the reaction product. The product is: [ClH:46].[ClH:46].[CH3:1][O:2][C:3]([C:5]1[N:6]([CH2:26][CH2:39][N:40]2[CH2:45][CH2:44][N:43]([CH3:47])[CH2:42][CH2:41]2)[C:7]2[C:12]([C:13]=1[C:14]1[CH:15]=[CH:16][C:17]([O:20][CH3:21])=[CH:18][CH:19]=1)=[CH:11][C:10]([O:22][CH3:23])=[C:9]([O:24][CH3:25])[CH:8]=2)=[O:4].